Dataset: Catalyst prediction with 721,799 reactions and 888 catalyst types from USPTO. Task: Predict which catalyst facilitates the given reaction. (1) Reactant: Br[C:2]1[CH:7]=[CH:6][C:5]([S:8]([NH:11][C:12]([CH3:18])([CH3:17])[C:13]([F:16])([F:15])[F:14])(=[O:10])=[O:9])=[CH:4][CH:3]=1.[B:19]1([B:19]2[O:23][C:22]([CH3:25])([CH3:24])[C:21]([CH3:27])([CH3:26])[O:20]2)[O:23][C:22]([CH3:25])([CH3:24])[C:21]([CH3:27])([CH3:26])[O:20]1.C([O-])(=O)C.[K+]. Product: [CH3:26][C:21]1([CH3:27])[C:22]([CH3:25])([CH3:24])[O:23][B:19]([C:2]2[CH:7]=[CH:6][C:5]([S:8]([NH:11][C:12]([CH3:18])([CH3:17])[C:13]([F:16])([F:15])[F:14])(=[O:10])=[O:9])=[CH:4][CH:3]=2)[O:20]1. The catalyst class is: 75. (2) Reactant: [C:1]([OH:13])(=[O:12])[CH2:2][C:3]([CH2:8][C:9]([OH:11])=[O:10])([C:5]([OH:7])=[O:6])[OH:4].O1[B:19]([C@@H:20]([NH:25][C:26](=[O:39])[CH2:27][NH:28][C:29](=[O:38])[C:30]2[CH:35]=[C:34]([Cl:36])[CH:33]=[CH:32][C:31]=2[Cl:37])[CH2:21][CH:22]([CH3:24])[CH3:23])O[B:19]([C@@H:20]([NH:25][C:26](=[O:39])[CH2:27][NH:28][C:29](=[O:38])[C:30]2[CH:35]=[C:34]([Cl:36])[CH:33]=[CH:32][C:31]=2[Cl:37])[CH2:21][CH:22]([CH3:24])[CH3:23])O[B:19]1[C@@H:20]([NH:25][C:26](=[O:39])[CH2:27][NH:28][C:29](=[O:38])[C:30]1[CH:35]=[C:34]([Cl:36])[CH:33]=[CH:32][C:31]=1[Cl:37])[CH2:21][CH:22]([CH3:24])[CH3:23]. Product: [C:9]([CH2:8][C:3]1([C:5]([OH:7])=[O:6])[CH2:2][C:1](=[O:13])[O:12][B:19]([C@@H:20]([NH:25][C:26](=[O:39])[CH2:27][NH:28][C:29](=[O:38])[C:30]2[CH:35]=[C:34]([Cl:36])[CH:33]=[CH:32][C:31]=2[Cl:37])[CH2:21][CH:22]([CH3:24])[CH3:23])[O:4]1)([OH:11])=[O:10]. The catalyst class is: 25. (3) The catalyst class is: 6. Product: [CH2:1]([CH2:3][NH2:4])[OH:2].[C:5]([O-:24])(=[O:23])[CH2:6][CH2:7][CH2:8][CH2:9][CH2:10][CH2:11][CH2:12][CH2:13][CH2:14][CH2:15][CH2:16][CH2:17][CH2:18][CH2:19][CH2:20][CH2:21][CH3:22].[K+:25].[C:26](=[O:27])([O-:29])[O-:28].[K+:25].[K+:25]. Reactant: [CH2:1]([CH2:3][NH2:4])[OH:2].[C:5]([O-:24])(=[O:23])[CH2:6][CH2:7][CH2:8][CH2:9][CH2:10][CH2:11][CH2:12][CH2:13][CH2:14][CH2:15][CH2:16][CH2:17][CH2:18][CH2:19][CH2:20][CH2:21][CH3:22].[K+:25].[C:26](=[O:29])([O-:28])[O-:27].[K+].[K+]. (4) Reactant: [NH2:1][C:2]1[N:6]([CH:7]2[CH2:11][CH2:10][CH2:9][CH2:8]2)[N:5]=[C:4]([CH3:12])[C:3]=1[C:13]([OH:15])=[O:14].CN(C(O[N:24]1[N:32]=[N:31][C:26]2[CH:27]=[CH:28][CH:29]=[N:30][C:25]1=2)=[N+](C)C)C.F[P-](F)(F)(F)(F)F.C1C=NC2N(O)N=NC=2C=1.CCN(C(C)C)C(C)C. Product: [CH:7]1([N:6]2[C:2]([NH2:1])=[C:3]([C:13]([O:15][N:24]3[C:25]4=[N:30][CH:29]=[CH:28][CH:27]=[C:26]4[N:31]=[N:32]3)=[O:14])[C:4]([CH3:12])=[N:5]2)[CH2:11][CH2:10][CH2:9][CH2:8]1. The catalyst class is: 4. (5) Reactant: [F:1][C:2]1[CH:3]=[C:4]([CH:12]2[CH2:17][CH2:16][NH:15][CH2:14][CH2:13]2)[CH:5]=[C:6]([S:8]([CH3:11])(=[O:10])=[O:9])[CH:7]=1.C(=O)([O-])[O-].[K+].[K+].I[CH2:25][CH3:26].Cl. Product: [CH2:25]([N:15]1[CH2:16][CH2:17][CH:12]([C:4]2[CH:5]=[C:6]([S:8]([CH3:11])(=[O:10])=[O:9])[CH:7]=[C:2]([F:1])[CH:3]=2)[CH2:13][CH2:14]1)[CH3:26]. The catalyst class is: 10. (6) Reactant: [CH:1]1[CH:6]=[CH:5][C:4]([C:7]([Cl:21])([C:14]2[C:19]([Cl:20])=[CH:18][CH:17]=[CH:16][CH:15]=2)[C:8]2[CH:13]=[CH:12][CH:11]=[CH:10][CH:9]=2)=[CH:3][CH:2]=1.CO.C(N(C(C)C)CC)(C)C.[CH:33]1[C:45]2[CH:44]([CH2:46][O:47][C:48]([NH:50][C@H:51]([C:66](=[O:73])[N:67]3[CH2:72][CH2:71][CH2:70][CH2:69][CH2:68]3)[CH2:52][C:53]3[CH:58]=[CH:57][C:56]([C:59](=[CH2:65])[CH2:60][CH2:61][C:62]([OH:64])=[O:63])=[CH:55][CH:54]=3)=[O:49])[C:43]3[C:38](=[CH:39][CH:40]=[CH:41][CH:42]=3)[C:37]=2[CH:36]=[CH:35][CH:34]=1. Product: [CH:42]1[C:43]2[CH:44]([CH2:46][O:47][C:48]([NH:50][C@H:51]([C:66](=[O:73])[N:67]3[CH2:68][CH2:69][CH2:70][CH2:71][CH2:72]3)[CH2:52][C:53]3[CH:54]=[CH:55][C:56]([C:59](=[CH2:65])[CH2:60][CH2:61][C:62]([OH:64])=[O:63])=[CH:57][CH:58]=3)=[O:49])[C:45]3[C:37](=[CH:36][CH:35]=[CH:34][CH:33]=3)[C:38]=2[CH:39]=[CH:40][CH:41]=1.[CH:11]1[CH:10]=[CH:9][C:8]([C:7]([Cl:21])([C:14]2[C:19]([Cl:20])=[CH:18][CH:17]=[CH:16][CH:15]=2)[C:4]2[CH:5]=[CH:6][CH:1]=[CH:2][CH:3]=2)=[CH:13][CH:12]=1. The catalyst class is: 4.